Dataset: CYP2D6 inhibition data for predicting drug metabolism from PubChem BioAssay. Task: Regression/Classification. Given a drug SMILES string, predict its absorption, distribution, metabolism, or excretion properties. Task type varies by dataset: regression for continuous measurements (e.g., permeability, clearance, half-life) or binary classification for categorical outcomes (e.g., BBB penetration, CYP inhibition). Dataset: cyp2d6_veith. (1) The molecule is O=S(=O)(c1cccc(C(F)(F)F)c1)N1CCC(c2cc(-c3cccc4ccccc34)n[nH]2)CC1. The result is 0 (non-inhibitor). (2) The molecule is C[C@@](Cc1ccc(O)c(O)c1)(NN)C(=O)O. The result is 0 (non-inhibitor). (3) The drug is COc1cccc(-c2nc(NC3CCNCC3)c3ccccc3n2)c1. The result is 0 (non-inhibitor). (4) The drug is C[C@@H](C(=O)Nc1ccc2ccccc2c1)[C@@H]1C[C@@]1(C)[C@@H](NC(=O)c1ccncc1Cl)c1ccccc1. The result is 1 (inhibitor).